This data is from Forward reaction prediction with 1.9M reactions from USPTO patents (1976-2016). The task is: Predict the product of the given reaction. (1) Given the reactants [CH2:1]([N:8]=[C:9]=[O:10])[C:2]1[CH:7]=[CH:6][CH:5]=[CH:4][CH:3]=1.[CH3:11][O:12][C:13]([C:15]1[S:16][C:17]([CH3:21])=[C:18]([NH2:20])[CH:19]=1)=[O:14], predict the reaction product. The product is: [CH3:11][O:12][C:13]([C:15]1[S:16][C:17]([CH3:21])=[C:18]([NH:20][C:9]([NH:8][CH2:1][C:2]2[CH:7]=[CH:6][CH:5]=[CH:4][CH:3]=2)=[O:10])[CH:19]=1)=[O:14]. (2) Given the reactants [Cl:1][C:2]1[CH:3]=[C:4]([C@H:9]2[CH2:14][N:13](C(=O)[C@H](OC)C3C=CC=CC=3)[CH2:12][CH2:11][O:10]2)[CH:5]=[C:6]([Cl:8])[CH:7]=1.[Li+].[B-](CC)(CC)CC.Cl, predict the reaction product. The product is: [Cl:8][C:6]1[CH:5]=[C:4]([C@@H:9]2[O:10][CH2:11][CH2:12][NH:13][CH2:14]2)[CH:3]=[C:2]([Cl:1])[CH:7]=1. (3) Given the reactants [NH2:1][N:2]1[N:11]=[C:10]([C:12]([F:15])([F:14])[F:13])[C:9]2[C:4](=[CH:5][CH:6]=[CH:7][CH:8]=2)[C:3]1=[O:16].[S:17]1[CH:21]=[CH:20][CH:19]=[C:18]1[CH2:22][C:23](Cl)=[O:24], predict the reaction product. The product is: [O:16]=[C:3]1[C:4]2[C:9](=[CH:8][CH:7]=[CH:6][CH:5]=2)[C:10]([C:12]([F:15])([F:13])[F:14])=[N:11][N:2]1[NH:1][C:23](=[O:24])[CH2:22][C:18]1[S:17][CH:21]=[CH:20][CH:19]=1.